This data is from hERG Central: cardiac toxicity at 1µM, 10µM, and general inhibition. The task is: Predict hERG channel inhibition at various concentrations. (1) The molecule is CCOC(=O)c1ccc(NC(=S)N(CCCN2CCN(CC)CC2)Cc2ccco2)cc1. Results: hERG_inhib (hERG inhibition (general)): blocker. (2) The compound is N#C/C=C(/N)N1CCN(c2ccc(Cl)c(Cl)c2)CC1. Results: hERG_inhib (hERG inhibition (general)): blocker.